The task is: Predict the reaction yield, written as a fraction of the theoretical maximum amount of product (1.0 means a 100% yield; for example, 0.34 means a 34% yield).. This data is from Reaction yield outcomes from USPTO patents with 853,638 reactions. (1) The reactants are CO[N:3]=[C:4]1[C:13]2[C:8](=[CH:9][CH:10]=[CH:11][CH:12]=2)[O:7][CH:6]([CH:14]2[CH2:17][CH:16]([C:18]([O:20][CH2:21][CH3:22])=[O:19])[CH2:15]2)[CH2:5]1.O. The catalyst is C(O)C.[Ni]. The product is [NH2:3][CH:4]1[C:13]2[C:8](=[CH:9][CH:10]=[CH:11][CH:12]=2)[O:7][CH:6]([CH:14]2[CH2:15][CH:16]([C:18]([O:20][CH2:21][CH3:22])=[O:19])[CH2:17]2)[CH2:5]1. The yield is 0.940. (2) The reactants are [N:1]1[CH:6]=[CH:5][CH:4]=[CH:3][C:2]=1[C:7]1[O:8][C:9]2[CH2:14][CH2:13][N:12](C(OCC3C=CC=CC=3)=O)[CH2:11][C:10]=2[N:25]=1. The catalyst is CO.[OH-].[OH-].[Pd+2]. The product is [N:1]1[CH:6]=[CH:5][CH:4]=[CH:3][C:2]=1[C:7]1[O:8][C:9]2[CH2:14][CH2:13][NH:12][CH2:11][C:10]=2[N:25]=1. The yield is 0.890.